Dataset: Reaction yield outcomes from USPTO patents with 853,638 reactions. Task: Predict the reaction yield, written as a fraction of the theoretical maximum amount of product (1.0 means a 100% yield; for example, 0.34 means a 34% yield). (1) The reactants are [Si]([O:8][CH:9]([CH2:29][CH2:30][CH2:31][CH2:32][CH2:33][CH2:34][CH2:35][C:36]([O:38][CH2:39]/[CH:40]=[CH:41]\[CH2:42][CH2:43][CH2:44][CH2:45][CH2:46][CH3:47])=[O:37])[CH2:10][CH2:11][CH2:12][CH2:13][CH2:14][CH2:15][CH2:16][C:17]([O:19][CH2:20]/[CH:21]=[CH:22]\[CH2:23][CH2:24][CH2:25][CH2:26][CH2:27][CH3:28])=[O:18])(C(C)(C)C)(C)C. The catalyst is CCCC[N+](CCCC)(CCCC)CCCC.[F-].C1COCC1.O. The product is [OH:8][CH:9]([CH2:10][CH2:11][CH2:12][CH2:13][CH2:14][CH2:15][CH2:16][C:17]([O:19][CH2:20]/[CH:21]=[CH:22]\[CH2:23][CH2:24][CH2:25][CH2:26][CH2:27][CH3:28])=[O:18])[CH2:29][CH2:30][CH2:31][CH2:32][CH2:33][CH2:34][CH2:35][C:36]([O:38][CH2:39]/[CH:40]=[CH:41]\[CH2:42][CH2:43][CH2:44][CH2:45][CH2:46][CH3:47])=[O:37]. The yield is 0.390. (2) The reactants are [Cl:1][C:2]1[CH:7]=[CH:6][C:5]([C:8]2[N:13]=[C:12]([C:14]([O:16][CH3:17])=[O:15])[CH:11]=[C:10]([N:18]=C3C=CC(=O)C=C3)[C:9]=2[F:26])=[CH:4][CH:3]=1.OS(O)(=O)=O.CC#N.O.C(Cl)Cl. The catalyst is CCOC(C)=O.CCCCCC. The product is [NH2:18][C:10]1[C:9]([F:26])=[C:8]([C:5]2[CH:4]=[CH:3][C:2]([Cl:1])=[CH:7][CH:6]=2)[N:13]=[C:12]([C:14]([O:16][CH3:17])=[O:15])[CH:11]=1. The yield is 0.850. (3) The reactants are [H-].[Na+].[Cl:3][C:4]1[C:16]2[C:15]3[C:10](=[CH:11][CH:12]=[CH:13][CH:14]=3)[NH:9][C:8]=2[CH:7]=[CH:6][CH:5]=1.Cl[C:18]1[N:23]=[C:22]([C:24]2[CH:29]=[CH:28][CH:27]=[CH:26][CH:25]=2)[N:21]=[C:20]([C:30]2[CH:35]=[CH:34][CH:33]=[CH:32][CH:31]=2)[N:19]=1.CO. The catalyst is CN(C)C=O.O. The product is [Cl:3][C:4]1[C:16]2[C:15]3[C:10](=[CH:11][CH:12]=[CH:13][CH:14]=3)[N:9]([C:18]3[N:23]=[C:22]([C:24]4[CH:29]=[CH:28][CH:27]=[CH:26][CH:25]=4)[N:21]=[C:20]([C:30]4[CH:31]=[CH:32][CH:33]=[CH:34][CH:35]=4)[N:19]=3)[C:8]=2[CH:7]=[CH:6][CH:5]=1. The yield is 0.640. (4) The reactants are [Cl:1][C:2]1[CH:37]=[CH:36][C:5]([CH2:6][N:7]([CH2:28][C:29]2[CH:34]=[CH:33][C:32]([Cl:35])=[CH:31][CH:30]=2)[C:8](=[O:27])[CH2:9][O:10][C:11]2[CH:16]=[CH:15][C:14]([CH2:17][C@H:18]([O:24][CH2:25][CH3:26])[C:19]([O:21]CC)=[O:20])=[CH:13][CH:12]=2)=[CH:4][CH:3]=1.[Li+].[OH-]. The catalyst is C(#N)C.O.[OH-].[K+]. The product is [Cl:1][C:2]1[CH:3]=[CH:4][C:5]([CH2:6][N:7]([CH2:28][C:29]2[CH:30]=[CH:31][C:32]([Cl:35])=[CH:33][CH:34]=2)[C:8](=[O:27])[CH2:9][O:10][C:11]2[CH:12]=[CH:13][C:14]([CH2:17][C@H:18]([O:24][CH2:25][CH3:26])[C:19]([OH:21])=[O:20])=[CH:15][CH:16]=2)=[CH:36][CH:37]=1. The yield is 0.840. (5) The reactants are [NH2:1][CH2:2][C@H:3]1[CH2:8][CH2:7][C@H:6]([C:9]([OH:11])=[O:10])[CH2:5][CH2:4]1.[C:12](O[C:12]([O:14][C:15]([CH3:18])([CH3:17])[CH3:16])=[O:13])([O:14][C:15]([CH3:18])([CH3:17])[CH3:16])=[O:13].Cl. The catalyst is [OH-].[Na+].O1CCOCC1. The product is [C:15]([O:14][C:12]([NH:1][CH2:2][C@H:3]1[CH2:4][CH2:5][C@H:6]([C:9]([OH:11])=[O:10])[CH2:7][CH2:8]1)=[O:13])([CH3:18])([CH3:17])[CH3:16]. The yield is 1.00. (6) The reactants are Br[C:2]1[CH:22]=[C:21]([CH3:23])[CH:20]=[CH:19][C:3]=1[O:4][C:5]1[C:14]2[C:9](=[CH:10][C:11]([O:17][CH3:18])=[C:12]([O:15][CH3:16])[CH:13]=2)[N:8]=[CH:7][CH:6]=1.C([Li])CCC.CCCCCC.[O:35]1[C:39]([C:40](Cl)=[O:41])=[CH:38][CH:37]=[N:36]1.O. The catalyst is O1CCCC1. The product is [CH3:16][O:15][C:12]1[CH:13]=[C:14]2[C:9](=[CH:10][C:11]=1[O:17][CH3:18])[N:8]=[CH:7][CH:6]=[C:5]2[O:4][C:3]1[CH:19]=[CH:20][C:21]([CH3:23])=[CH:22][C:2]=1[C:40]([C:39]1[O:35][N:36]=[CH:37][CH:38]=1)=[O:41]. The yield is 0.260. (7) The reactants are [NH2:1][C:2]1[CH:10]=[C:9]([CH3:11])[CH:8]=[CH:7][C:3]=1[C:4]([OH:6])=O.C1N=CN(C(N2C=NC=C2)=O)C=1.Cl.[NH2:25][CH:26]1[CH2:31][CH2:30][C:29](=[O:32])[NH:28][C:27]1=[O:33].C(=O)([O-])O.[Na+]. The catalyst is C(#N)C. The product is [NH2:1][C:2]1[CH:10]=[C:9]([CH3:11])[CH:8]=[CH:7][C:3]=1[C:4]([NH:25][CH:26]1[CH2:31][CH2:30][C:29](=[O:32])[NH:28][C:27]1=[O:33])=[O:6]. The yield is 0.690. (8) The reactants are [CH3:1][N:2]([CH3:7])[CH2:3][CH2:4][NH:5][CH3:6].F[C:9]1[C:14]([N+:15]([O-:17])=[O:16])=[CH:13][C:12]([NH:18][C:19]2[N:24]=[C:23]([C:25]3[CH:26]=[N:27][N:28]4[CH:33]=[CH:32][CH:31]=[CH:30][C:29]=34)[CH:22]=[CH:21][N:20]=2)=[C:11]([O:34][CH3:35])[CH:10]=1.CCN(C(C)C)C(C)C. The catalyst is CC(N(C)C)=O. The product is [CH3:1][N:2]([CH3:7])[CH2:3][CH2:4][N:5]([CH3:6])[C:9]1[C:14]([N+:15]([O-:17])=[O:16])=[CH:13][C:12]([NH:18][C:19]2[N:24]=[C:23]([C:25]3[CH:26]=[N:27][N:28]4[CH:33]=[CH:32][CH:31]=[CH:30][C:29]=34)[CH:22]=[CH:21][N:20]=2)=[C:11]([O:34][CH3:35])[CH:10]=1. The yield is 0.850. (9) The reactants are [NH2:1][C:2]1[N:7]=[CH:6][N:5]=[C:4]2[N:8]([CH2:27][C@H:28]3[CH2:32][CH2:31][CH2:30][N:29]3[C:33](=[O:37])[CH2:34][C:35]#[N:36])[N:9]=[C:10]([C:11]3[CH:16]=[CH:15][C:14]([O:17][C:18]4[CH:23]=[CH:22][CH:21]=[C:20]([F:24])[C:19]=4[F:25])=[CH:13][C:12]=3[F:26])[C:3]=12.[CH:38]1([CH:41]=O)[CH2:40][CH2:39]1.N1CCCCC1. The catalyst is C(O)C. The product is [NH2:1][C:2]1[N:7]=[CH:6][N:5]=[C:4]2[N:8]([CH2:27][C@H:28]3[CH2:32][CH2:31][CH2:30][N:29]3[C:33]([C:34](=[CH:41][CH:38]3[CH2:40][CH2:39]3)[C:35]#[N:36])=[O:37])[N:9]=[C:10]([C:11]3[CH:16]=[CH:15][C:14]([O:17][C:18]4[CH:23]=[CH:22][CH:21]=[C:20]([F:24])[C:19]=4[F:25])=[CH:13][C:12]=3[F:26])[C:3]=12. The yield is 0.360. (10) The reactants are [F:1][C:2]1[CH:10]=[C:9]2[C:5]([CH:6]=[CH:7][NH:8]2)=[CH:4][C:3]=1[CH2:11][NH:12][C:13](=[O:19])[O:14][C:15]([CH3:18])([CH3:17])[CH3:16].C1C(=O)N([Cl:27])C(=O)C1. The catalyst is C(Cl)Cl. The product is [Cl:27][C:6]1[C:5]2[C:9](=[CH:10][C:2]([F:1])=[C:3]([CH2:11][NH:12][C:13](=[O:19])[O:14][C:15]([CH3:16])([CH3:18])[CH3:17])[CH:4]=2)[NH:8][CH:7]=1. The yield is 0.810.